Dataset: Catalyst prediction with 721,799 reactions and 888 catalyst types from USPTO. Task: Predict which catalyst facilitates the given reaction. (1) Reactant: [Cl:1][C:2]1[CH:7]=[C:6]([Cl:8])[CH:5]=[CH:4][C:3]=1[S:9][C:10]1[CH:15]=[CH:14][C:13](/[CH:16]=[CH:17]/[C:18]([NH:20][CH2:21][CH2:22][CH2:23][N:24]2[CH2:28][CH2:27][CH2:26][C:25]2=[O:29])=[O:19])=[CH:12][C:11]=1[N+:30]([O-])=O.Cl[Sn]Cl. Product: [Cl:1][C:2]1[CH:7]=[C:6]([Cl:8])[CH:5]=[CH:4][C:3]=1[S:9][C:10]1[CH:15]=[CH:14][C:13](/[CH:16]=[CH:17]/[C:18]([NH:20][CH2:21][CH2:22][CH2:23][N:24]2[CH2:28][CH2:27][CH2:26][C:25]2=[O:29])=[O:19])=[CH:12][C:11]=1[NH2:30]. The catalyst class is: 14. (2) Reactant: [N+:1]([C:4]1[CH:13]=[C:12]2[C:7]([C:8]([Br:18])=[N:9][N:10]([CH:15]([CH3:17])[CH3:16])[C:11]2=[O:14])=[CH:6][CH:5]=1)([O-])=O.Cl. Product: [NH2:1][C:4]1[CH:13]=[C:12]2[C:7]([C:8]([Br:18])=[N:9][N:10]([CH:15]([CH3:16])[CH3:17])[C:11]2=[O:14])=[CH:6][CH:5]=1. The catalyst class is: 314.